From a dataset of Catalyst prediction with 721,799 reactions and 888 catalyst types from USPTO. Predict which catalyst facilitates the given reaction. (1) Reactant: C([O-])([O-])=O.[Na+].[Na+].Br[C:8]1[N:9]=[C:10]([C:29]2[O:30][C:31]([C:34]3[CH:39]=[CH:38][C:37]([CH2:40][Br:41])=[CH:36][C:35]=3[CH3:42])=[N:32][N:33]=2)[C:11]([N:14]([C:22]([O:24][C:25]([CH3:28])([CH3:27])[CH3:26])=[O:23])[C:15](=[O:21])[O:16][C:17]([CH3:20])([CH3:19])[CH3:18])=[N:12][CH:13]=1.[CH:43]([N:46]1[CH:51]=[C:50](B2OC(C)(C)C(C)(C)O2)[CH:49]=[CH:48][C:47]1=[O:61])([CH3:45])[CH3:44]. Product: [Br:41][CH2:40][C:37]1[CH:38]=[CH:39][C:34]([C:31]2[O:30][C:29]([C:10]3[C:11]([N:14]([C:15]([O:16][C:17]([CH3:20])([CH3:18])[CH3:19])=[O:21])[C:22](=[O:23])[O:24][C:25]([CH3:28])([CH3:26])[CH3:27])=[N:12][CH:13]=[C:8]([C:50]4[CH:49]=[CH:48][C:47](=[O:61])[N:46]([CH:43]([CH3:45])[CH3:44])[CH:51]=4)[N:9]=3)=[N:33][N:32]=2)=[C:35]([CH3:42])[CH:36]=1. The catalyst class is: 57. (2) Reactant: [OH:1][CH:2]1[CH:7]([C:8]2[CH:13]=[CH:12][C:11]([OH:14])=[CH:10][CH:9]=2)[CH:6]([CH2:15][OH:16])[CH2:5][N:4]([C:17]([O:19][C:20]([CH3:23])([CH3:22])[CH3:21])=[O:18])[CH2:3]1.Br[CH2:25][CH2:26][CH2:27][O:28][CH2:29][C:30]1[CH:35]=[CH:34][CH:33]=[CH:32][CH:31]=1.C(=O)([O-])[O-].[K+].[K+]. Product: [CH2:29]([O:28][CH2:27][CH2:26][CH2:25][O:14][C:11]1[CH:10]=[CH:9][C:8]([CH:7]2[CH:6]([CH2:15][OH:16])[CH2:5][N:4]([C:17]([O:19][C:20]([CH3:23])([CH3:22])[CH3:21])=[O:18])[CH2:3][CH:2]2[OH:1])=[CH:13][CH:12]=1)[C:30]1[CH:35]=[CH:34][CH:33]=[CH:32][CH:31]=1. The catalyst class is: 131.